From a dataset of NCI-60 drug combinations with 297,098 pairs across 59 cell lines. Regression. Given two drug SMILES strings and cell line genomic features, predict the synergy score measuring deviation from expected non-interaction effect. (1) Drug 1: CC12CCC3C(C1CCC2OP(=O)(O)O)CCC4=C3C=CC(=C4)OC(=O)N(CCCl)CCCl.[Na+]. Drug 2: CC1C(C(CC(O1)OC2CC(CC3=C2C(=C4C(=C3O)C(=O)C5=CC=CC=C5C4=O)O)(C(=O)C)O)N)O. Cell line: SK-MEL-2. Synergy scores: CSS=66.9, Synergy_ZIP=22.9, Synergy_Bliss=22.2, Synergy_Loewe=19.6, Synergy_HSA=20.1. (2) Drug 1: CC1=C(C=C(C=C1)NC(=O)C2=CC=C(C=C2)CN3CCN(CC3)C)NC4=NC=CC(=N4)C5=CN=CC=C5. Drug 2: CC(C)CN1C=NC2=C1C3=CC=CC=C3N=C2N. Cell line: MDA-MB-231. Synergy scores: CSS=3.50, Synergy_ZIP=-0.873, Synergy_Bliss=0.204, Synergy_Loewe=0.613, Synergy_HSA=-0.566. (3) Drug 1: COC1=CC(=CC(=C1O)OC)C2C3C(COC3=O)C(C4=CC5=C(C=C24)OCO5)OC6C(C(C7C(O6)COC(O7)C8=CC=CS8)O)O. Drug 2: CC1CCC2CC(C(=CC=CC=CC(CC(C(=O)C(C(C(=CC(C(=O)CC(OC(=O)C3CCCCN3C(=O)C(=O)C1(O2)O)C(C)CC4CCC(C(C4)OC)OCCO)C)C)O)OC)C)C)C)OC. Cell line: HCT116. Synergy scores: CSS=59.4, Synergy_ZIP=-0.377, Synergy_Bliss=5.25, Synergy_Loewe=6.21, Synergy_HSA=8.49. (4) Drug 1: C1=CC(=CC=C1CCCC(=O)O)N(CCCl)CCCl. Drug 2: COC1=NC(=NC2=C1N=CN2C3C(C(C(O3)CO)O)O)N. Cell line: T-47D. Synergy scores: CSS=8.60, Synergy_ZIP=-5.31, Synergy_Bliss=-0.633, Synergy_Loewe=-11.7, Synergy_HSA=-2.58. (5) Drug 2: CC1C(C(CC(O1)OC2CC(OC(C2O)C)OC3=CC4=CC5=C(C(=O)C(C(C5)C(C(=O)C(C(C)O)O)OC)OC6CC(C(C(O6)C)O)OC7CC(C(C(O7)C)O)OC8CC(C(C(O8)C)O)(C)O)C(=C4C(=C3C)O)O)O)O. Synergy scores: CSS=57.7, Synergy_ZIP=-5.67, Synergy_Bliss=-0.107, Synergy_Loewe=-1.25, Synergy_HSA=1.26. Drug 1: CC1=C(C(=CC=C1)Cl)NC(=O)C2=CN=C(S2)NC3=CC(=NC(=N3)C)N4CCN(CC4)CCO. Cell line: NCI-H322M. (6) Drug 1: CCCS(=O)(=O)NC1=C(C(=C(C=C1)F)C(=O)C2=CNC3=C2C=C(C=N3)C4=CC=C(C=C4)Cl)F. Drug 2: CC1CCCC2(C(O2)CC(NC(=O)CC(C(C(=O)C(C1O)C)(C)C)O)C(=CC3=CSC(=N3)C)C)C. Cell line: SNB-75. Synergy scores: CSS=-4.51, Synergy_ZIP=1.22, Synergy_Bliss=-1.44, Synergy_Loewe=-5.67, Synergy_HSA=-4.19.